Dataset: Reaction yield outcomes from USPTO patents with 853,638 reactions. Task: Predict the reaction yield, written as a fraction of the theoretical maximum amount of product (1.0 means a 100% yield; for example, 0.34 means a 34% yield). (1) The reactants are Br[C:2]1[CH:11]=[N:10][C:9]2[N:8]([CH2:12][C:13]3[CH:18]=[CH:17][C:16]([O:19][CH3:20])=[CH:15][CH:14]=3)[C:7](=[O:21])[N:6]3[N:22]=[CH:23][N:24]=[C:5]3[C:4]=2[CH:3]=1.[CH2:25]([O:32][C:33]([NH:35][CH2:36][CH2:37][B-](F)(F)F)=[O:34])[C:26]1[CH:31]=[CH:30][CH:29]=[CH:28][CH:27]=1.[K+].C([O-])([O-])=O.[Cs+].[Cs+].C1(C)C=CC=CC=1. The catalyst is C1C=CC(P(C2C=CC=CC=2)[C-]2C=CC=C2)=CC=1.C1C=CC(P(C2C=CC=CC=2)[C-]2C=CC=C2)=CC=1.Cl[Pd]Cl.[Fe+2].C(Cl)Cl.O. The product is [CH3:20][O:19][C:16]1[CH:17]=[CH:18][C:13]([CH2:12][N:8]2[C:9]3[N:10]=[CH:11][C:2]([CH2:37][CH2:36][NH:35][C:33](=[O:34])[O:32][CH2:25][C:26]4[CH:31]=[CH:30][CH:29]=[CH:28][CH:27]=4)=[CH:3][C:4]=3[C:5]3=[N:24][CH:23]=[N:22][N:6]3[C:7]2=[O:21])=[CH:14][CH:15]=1. The yield is 0.120. (2) The reactants are Cl[C:2]1[C:10]2[C:5](=[N:6][C:7]([NH:11][CH2:12][CH2:13][OH:14])=[N:8][CH:9]=2)[N:4]([CH3:15])[N:3]=1.C(=O)([O-])[O-].[K+].[K+].CC1(C)C(C)(C)OB([C:30]2[CH:36]=[CH:35][C:33]([NH2:34])=[CH:32][CH:31]=2)O1. The catalyst is O1CCOCC1.O.C1C=CC([P]([Pd]([P](C2C=CC=CC=2)(C2C=CC=CC=2)C2C=CC=CC=2)([P](C2C=CC=CC=2)(C2C=CC=CC=2)C2C=CC=CC=2)[P](C2C=CC=CC=2)(C2C=CC=CC=2)C2C=CC=CC=2)(C2C=CC=CC=2)C2C=CC=CC=2)=CC=1. The product is [NH2:34][C:33]1[CH:35]=[CH:36][C:30]([C:2]2[C:10]3[C:5](=[N:6][C:7]([NH:11][CH2:12][CH2:13][OH:14])=[N:8][CH:9]=3)[N:4]([CH3:15])[N:3]=2)=[CH:31][CH:32]=1. The yield is 0.420. (3) The reactants are OC1C(=O)C=CN(CC(F)(F)F)C=1C.C([O:22][C:23]1[C:24](=[O:37])[CH:25]=[C:26]([C:30]([OH:36])([OH:35])[C:31]([F:34])([F:33])[F:32])[N:27]([CH3:29])[CH:28]=1)C1C=CC=CC=1.Cl.[OH-].[Na+]. The catalyst is O. The product is [OH:22][C:23]1[C:24](=[O:37])[CH:25]=[C:26]([C:30]([OH:35])([OH:36])[C:31]([F:32])([F:33])[F:34])[N:27]([CH3:29])[CH:28]=1. The yield is 0.460. (4) The reactants are [OH:1][C:2]1[CH:3]=[C:4]([C:8]2[N:9]=[C:10]([N:28]3[CH2:33][CH2:32][O:31][CH2:30][CH2:29]3)[C:11]3[N:16]=[N:15][N:14]([CH2:17][C:18]4[CH:27]=[CH:26][C:21]([C:22]([O:24]C)=[O:23])=[CH:20][CH:19]=4)[C:12]=3[N:13]=2)[CH:5]=[CH:6][CH:7]=1.[OH-].[Na+].Cl. The catalyst is C1COCC1.CO. The product is [OH:1][C:2]1[CH:3]=[C:4]([C:8]2[N:9]=[C:10]([N:28]3[CH2:29][CH2:30][O:31][CH2:32][CH2:33]3)[C:11]3[N:16]=[N:15][N:14]([CH2:17][C:18]4[CH:19]=[CH:20][C:21]([C:22]([OH:24])=[O:23])=[CH:26][CH:27]=4)[C:12]=3[N:13]=2)[CH:5]=[CH:6][CH:7]=1. The yield is 0.990. (5) The reactants are C([O:9][C@H:10]1[C@:14]([F:16])([CH3:15])[C@H:13]([N:17]2[CH:25]=[N:24][C:23]3[C:18]2=[N:19][C:20]([NH2:27])=[N:21][C:22]=3Cl)[O:12][C@@H:11]1[CH2:28][O:29]C(=O)C1C=CC=CC=1)(=O)C1C=CC=CC=1.Cl.[CH3:39][NH:40][CH3:41].N12CCCN=C1CCCCC2.O.CO. The catalyst is CO. The product is [NH2:27][C:20]1[N:19]=[C:18]2[C:23]([N:24]=[CH:25][N:17]2[C@@H:13]2[O:12][C@H:11]([CH2:28][OH:29])[C@@H:10]([OH:9])[C@:14]2([F:16])[CH3:15])=[C:22]([N:40]([CH3:41])[CH3:39])[N:21]=1. The yield is 0.640. (6) The reactants are CO[C:3]([C:5]1[N:6]([CH3:26])[N:7]=[C:8]([O:10][CH2:11][C:12]2[C:13]([C:19]3[CH:24]=[CH:23][C:22]([F:25])=[CH:21][CH:20]=3)=[N:14][O:15][C:16]=2[CH2:17][OH:18])[CH:9]=1)=[O:4].[F:27][C:28]([F:35])([C:31]([F:34])([F:33])[F:32])[CH2:29][NH2:30]. No catalyst specified. The product is [F:27][C:28]([F:35])([C:31]([F:34])([F:33])[F:32])[CH2:29][NH:30][C:3]([C:5]1[N:6]([CH3:26])[N:7]=[C:8]([O:10][CH2:11][C:12]2[C:13]([C:19]3[CH:20]=[CH:21][C:22]([F:25])=[CH:23][CH:24]=3)=[N:14][O:15][C:16]=2[CH2:17][OH:18])[CH:9]=1)=[O:4]. The yield is 0.870. (7) The product is [CH:39]([C:36]1[CH:37]=[CH:38][C:33]([NH:32][C:31]([N:18]2[CH2:19][CH2:20][CH:15]([C:6]3[C:5]4[C:10](=[CH:11][C:12]([O:13][CH3:14])=[C:3]([O:2][CH3:1])[CH:4]=4)[N:9]=[CH:8][N:7]=3)[CH2:16][CH2:17]2)=[O:30])=[CH:34][CH:35]=1)([CH3:41])[CH3:40]. The reactants are [CH3:1][O:2][C:3]1[CH:4]=[C:5]2[C:10](=[CH:11][C:12]=1[O:13][CH3:14])[N:9]=[CH:8][N:7]=[C:6]2[CH:15]1[CH2:20][CH2:19][NH:18][CH2:17][CH2:16]1.[N+](C1C=CC([O:30][C:31](=O)[NH:32][C:33]2[CH:38]=[CH:37][C:36]([CH:39]([CH3:41])[CH3:40])=[CH:35][CH:34]=2)=CC=1)([O-])=O. The catalyst is CC#N. The yield is 0.720.